Task: Predict the reaction yield, written as a fraction of the theoretical maximum amount of product (1.0 means a 100% yield; for example, 0.34 means a 34% yield).. Dataset: Reaction yield outcomes from USPTO patents with 853,638 reactions The reactants are [C:1]([C:3]1[C:8]([O:9][CH:10]2[CH2:15][CH2:14][N:13](C(OC(C)(C)C)=O)[CH2:12][CH2:11]2)=[CH:7][C:6](=[O:23])[N:5]([C:24]2[CH:29]=[CH:28][C:27]([S:30]([CH3:33])(=[O:32])=[O:31])=[CH:26][CH:25]=2)[N:4]=1)#[N:2].[ClH:34].O1CCOCC1.CCOCC. The catalyst is C(Cl)Cl. The product is [ClH:34].[CH3:33][S:30]([C:27]1[CH:26]=[CH:25][C:24]([N:5]2[C:6](=[O:23])[CH:7]=[C:8]([O:9][CH:10]3[CH2:15][CH2:14][NH:13][CH2:12][CH2:11]3)[C:3]([C:1]#[N:2])=[N:4]2)=[CH:29][CH:28]=1)(=[O:32])=[O:31]. The yield is 0.900.